This data is from Forward reaction prediction with 1.9M reactions from USPTO patents (1976-2016). The task is: Predict the product of the given reaction. (1) Given the reactants [CH3:1][O:2][C:3]1[CH:21]=[CH:20][CH:19]=[CH:18][C:4]=1[CH2:5][NH:6][C:7]1[CH:16]=[CH:15][C:14]2[C:9](=[CH:10][CH:11]=[C:12]([NH2:17])[CH:13]=2)[N:8]=1.[CH:22]([N:25]=[C:26]=[O:27])([CH3:24])[CH3:23], predict the reaction product. The product is: [CH:22]([NH:25][C:26]([NH:17][C:12]1[CH:13]=[C:14]2[C:9](=[CH:10][CH:11]=1)[N:8]=[C:7]([NH:6][CH2:5][C:4]1[CH:18]=[CH:19][CH:20]=[CH:21][C:3]=1[O:2][CH3:1])[CH:16]=[CH:15]2)=[O:27])([CH3:24])[CH3:23]. (2) Given the reactants [CH3:1][C@@H:2]([CH:6](C(O)=O)[C:7]([OH:9])=[O:8])[CH2:3][CH2:4][CH3:5], predict the reaction product. The product is: [CH3:1][C@H:2]([CH2:3][CH2:4][CH3:5])[CH2:6][C:7]([OH:9])=[O:8]. (3) Given the reactants [F:1][C:2]([F:14])([F:13])[O:3][C:4]1[CH:5]=[C:6]([S:10]([O-:12])=[O:11])[CH:7]=[CH:8][CH:9]=1.[Na+].Br[C:17]1[CH:25]=[CH:24][C:23]2[N:22]([CH3:26])[C:21]3[CH2:27][CH:28]4[NH:32][CH:31]([C:20]=3[C:19]=2[C:18]=1[C:33]([O:35][C:36]([CH3:39])([CH3:38])[CH3:37])=[O:34])[CH2:30][CH2:29]4, predict the reaction product. The product is: [F:14][C:2]([F:1])([F:13])[O:3][C:4]1[CH:5]=[C:6]([S:10]([C:17]2[CH:25]=[CH:24][C:23]3[N:22]([CH3:26])[C:21]4[CH2:27][CH:28]5[NH:32][CH:31]([C:20]=4[C:19]=3[C:18]=2[C:33]([O:35][C:36]([CH3:39])([CH3:38])[CH3:37])=[O:34])[CH2:30][CH2:29]5)(=[O:12])=[O:11])[CH:7]=[CH:8][CH:9]=1.